From a dataset of CYP2C9 inhibition data for predicting drug metabolism from PubChem BioAssay. Regression/Classification. Given a drug SMILES string, predict its absorption, distribution, metabolism, or excretion properties. Task type varies by dataset: regression for continuous measurements (e.g., permeability, clearance, half-life) or binary classification for categorical outcomes (e.g., BBB penetration, CYP inhibition). Dataset: cyp2c9_veith. (1) The result is 0 (non-inhibitor). The compound is O=C(c1ccccc1)N1CCSC1=S. (2) The drug is N[C@H](CCCC(=O)O)C(=O)O. The result is 0 (non-inhibitor). (3) The compound is CC1CN(C(=O)COc2ncnc3ccccc23)CC(C)O1. The result is 0 (non-inhibitor). (4) The compound is COc1cc2c(cc1C(F)(F)F)N(C(=O)Nc1cc(F)cc(-c3cccnc3)c1)CC2. The result is 1 (inhibitor).